Dataset: Forward reaction prediction with 1.9M reactions from USPTO patents (1976-2016). Task: Predict the product of the given reaction. (1) Given the reactants [H-].[Na+].[CH2:3]([NH:10][C:11](=[O:26])[C:12]1[C:17]([C:18]2[CH:23]=[CH:22][C:21]([Cl:24])=[CH:20][C:19]=2F)=[CH:16][CH:15]=[N:14][CH:13]=1)[C:4]1[CH:9]=[CH:8][CH:7]=[CH:6][CH:5]=1, predict the reaction product. The product is: [CH2:3]([N:10]1[C:19]2[CH:20]=[C:21]([Cl:24])[CH:22]=[CH:23][C:18]=2[C:17]2[C:12](=[CH:13][N:14]=[CH:15][CH:16]=2)[C:11]1=[O:26])[C:4]1[CH:9]=[CH:8][CH:7]=[CH:6][CH:5]=1. (2) Given the reactants [CH3:13][C:12]([O:11][C:9](O[C:9]([O:11][C:12]([CH3:15])([CH3:14])[CH3:13])=[O:10])=[O:10])([CH3:15])[CH3:14].[Br:16][C:17]1[CH:18]=[CH:19][C:20]([NH:23][NH:24][C:25](=[O:27])[CH3:26])=[N:21][CH:22]=1, predict the reaction product. The product is: [C:25]([N:24]([C:9]([O:11][C:12]([CH3:13])([CH3:14])[CH3:15])=[O:10])[N:23]([C:20]1[CH:19]=[CH:18][C:17]([Br:16])=[CH:22][N:21]=1)[C:9]([O:11][C:12]([CH3:15])([CH3:14])[CH3:13])=[O:10])(=[O:27])[CH3:26]. (3) Given the reactants [F:1][C:2]1([F:17])[CH2:5][CH:4]([NH:6][C:7]2[N:15]=[CH:14][C:13]([F:16])=[CH:12][C:8]=2[C:9]([OH:11])=O)[CH2:3]1.[CH3:18][C:19]([NH2:23])([C:21]#[CH:22])[CH3:20].CCN=C=NCCCN(C)C.C1C=CC2N(O)N=NC=2C=1.CCN(C(C)C)C(C)C, predict the reaction product. The product is: [F:17][C:2]1([F:1])[CH2:3][CH:4]([NH:6][C:7]2[N:15]=[CH:14][C:13]([F:16])=[CH:12][C:8]=2[C:9]([NH:23][C:19]([CH3:20])([C:21]#[CH:22])[CH3:18])=[O:11])[CH2:5]1. (4) The product is: [CH3:9][Si:3]1([CH2:2][N:15]2[C:11](=[O:21])[C:12]3[C:13](=[CH:17][CH:18]=[CH:19][CH:20]=3)[C:14]2=[O:16])[CH2:8][CH2:7][CH2:6][CH2:5][CH2:4]1. Given the reactants Cl[CH2:2][Si:3]1([CH3:9])[CH2:8][CH2:7][CH2:6][CH2:5][CH2:4]1.[K].[C:11]1(=[O:21])[NH:15][C:14](=[O:16])[C:13]2=[CH:17][CH:18]=[CH:19][CH:20]=[C:12]12, predict the reaction product.